Dataset: Reaction yield outcomes from USPTO patents with 853,638 reactions. Task: Predict the reaction yield, written as a fraction of the theoretical maximum amount of product (1.0 means a 100% yield; for example, 0.34 means a 34% yield). The reactants are [NH2:1][C:2]1[CH:7]=[CH:6][C:5]([C@@H:8]2[O:13][CH2:12][CH2:11][N:10]([C:14]([O:16][C:17]([CH3:20])([CH3:19])[CH3:18])=[O:15])[CH2:9]2)=[CH:4][CH:3]=1.[F:21][C:22]([F:39])([F:38])[O:23][C:24]1[CH:29]=[CH:28][C:27]([N:30]2[CH:34]=[C:33]([C:35](O)=[O:36])[CH:32]=[N:31]2)=[CH:26][CH:25]=1.CN(C(ON1N=NC2C=CC=CC1=2)=[N+](C)C)C.F[P-](F)(F)(F)(F)F.CN1CCOCC1. The catalyst is O.CN(C=O)C. The product is [F:39][C:22]([F:21])([F:38])[O:23][C:24]1[CH:29]=[CH:28][C:27]([N:30]2[CH:34]=[C:33]([C:35]([NH:1][C:2]3[CH:7]=[CH:6][C:5]([C@@H:8]4[O:13][CH2:12][CH2:11][N:10]([C:14]([O:16][C:17]([CH3:20])([CH3:19])[CH3:18])=[O:15])[CH2:9]4)=[CH:4][CH:3]=3)=[O:36])[CH:32]=[N:31]2)=[CH:26][CH:25]=1. The yield is 0.570.